Dataset: Peptide-MHC class I binding affinity with 185,985 pairs from IEDB/IMGT. Task: Regression. Given a peptide amino acid sequence and an MHC pseudo amino acid sequence, predict their binding affinity value. This is MHC class I binding data. (1) The peptide sequence is SCSYKIGHH. The MHC is HLA-A31:01 with pseudo-sequence HLA-A31:01. The binding affinity (normalized) is 0.00808. (2) The peptide sequence is IHIPGDTLF. The MHC is HLA-B35:01 with pseudo-sequence HLA-B35:01. The binding affinity (normalized) is 0.454. (3) The peptide sequence is RARKRGITM. The MHC is HLA-A02:03 with pseudo-sequence HLA-A02:03. The binding affinity (normalized) is 0.0847.